The task is: Predict the product of the given reaction.. This data is from Forward reaction prediction with 1.9M reactions from USPTO patents (1976-2016). (1) Given the reactants [F:1][C:2]1[CH:7]=[CH:6][C:5]([OH:8])=[CH:4][N:3]=1.[CH3:9][C:10]([Si:13](Cl)([CH3:15])[CH3:14])([CH3:12])[CH3:11].C([O-])(O)=O.[Na+], predict the reaction product. The product is: [C:10]([Si:13]([CH3:15])([CH3:14])[O:8][C:5]1[CH:6]=[CH:7][C:2]([F:1])=[N:3][CH:4]=1)([CH3:12])([CH3:11])[CH3:9]. (2) Given the reactants [F:1][C:2]1[CH:3]=[C:4]2[C:10](I)=[N:9][N:8]([CH2:12][C:13]3[CH:18]=[CH:17][CH:16]=[CH:15][C:14]=3[F:19])[C:5]2=[N:6][CH:7]=1.CCCC[Sn](CCCC)CCCC.CCCC[Sn](CCCC)CCCC.Cl[C:47]1[N:52]=[C:51]([NH2:53])[C:50]([N+:54]([O-:56])=[O:55])=[C:49]([NH2:57])[N:48]=1.O, predict the reaction product. The product is: [F:1][C:2]1[CH:3]=[C:4]2[C:10]([C:47]3[N:48]=[C:49]([NH2:57])[C:50]([N+:54]([O-:56])=[O:55])=[C:51]([NH2:53])[N:52]=3)=[N:9][N:8]([CH2:12][C:13]3[CH:18]=[CH:17][CH:16]=[CH:15][C:14]=3[F:19])[C:5]2=[N:6][CH:7]=1. (3) Given the reactants C(O)(=O)/C=C\C(O)=[O:5].[CH3:9][N:10]1[C:22]2[CH2:21][CH2:20][CH:19]([CH2:23][N:24]3[CH:28]=[CH:27][N:26]=[C:25]3[CH3:29])[CH2:18][C:17]=2[C:16]2[C:11]1=[CH:12][CH:13]=[CH:14][CH:15]=2.ClC1C(=O)C(C#N)=C(C#N)C(=O)C=1Cl, predict the reaction product. The product is: [CH3:29][C:25]1[N:24]([CH2:23][CH:19]2[C:18](=[O:5])[C:17]3[C:16]4[CH:15]=[CH:14][CH:13]=[CH:12][C:11]=4[N:10]([CH3:9])[C:22]=3[CH2:21][CH2:20]2)[CH:28]=[CH:27][N:26]=1. (4) Given the reactants Cl.[C:2]([N:5]1[C:13]2[C:8](=[CH:9][C:10]([Cl:14])=[CH:11][CH:12]=2)[CH2:7][CH:6]1[C:15]#[N:16])(=[O:4])[CH3:3].[CH2:17]([OH:19])[CH3:18], predict the reaction product. The product is: [ClH:14].[C:2]([N:5]1[C:13]2[C:8](=[CH:9][C:10]([Cl:14])=[CH:11][CH:12]=2)[CH2:7][CH:6]1[C:15](=[NH:16])[O:19][CH2:17][CH3:18])(=[O:4])[CH3:3]. (5) Given the reactants [N+:1]([C:4]1[N:5]=[CH:6][N:7]([CH2:9][C:10]([O:12][CH2:13][CH3:14])=[O:11])[CH:8]=1)([O-])=O, predict the reaction product. The product is: [NH2:1][C:4]1[N:5]=[CH:6][N:7]([CH2:9][C:10]([O:12][CH2:13][CH3:14])=[O:11])[CH:8]=1. (6) Given the reactants I[C:2]1[CH:3]=[N:4][N:5]2[CH2:10][CH:9]([CH3:11])[N:8]([C:12]([O:14][C:15]([CH3:18])([CH3:17])[CH3:16])=[O:13])[CH2:7][C:6]=12.[F:19][C:20]1[CH:25]=[CH:24][C:23](B(O)O)=[CH:22][CH:21]=1.C([O-])([O-])=O.[K+].[K+], predict the reaction product. The product is: [F:19][C:20]1[CH:25]=[CH:24][C:23]([C:2]2[CH:3]=[N:4][N:5]3[CH2:10][CH:9]([CH3:11])[N:8]([C:12]([O:14][C:15]([CH3:18])([CH3:17])[CH3:16])=[O:13])[CH2:7][C:6]=23)=[CH:22][CH:21]=1. (7) Given the reactants [C:1]1([CH2:7][C:8]#[N:9])[CH:6]=[CH:5][CH:4]=[CH:3][CH:2]=1.[F:10][C:11]([F:18])([F:17])[C:12](OCC)=[O:13], predict the reaction product. The product is: [F:10][C:11]([F:18])([F:17])[C:12](=[O:13])[CH:7]([C:1]1[CH:6]=[CH:5][CH:4]=[CH:3][CH:2]=1)[C:8]#[N:9]. (8) Given the reactants [CH3:1][O:2][C:3]1[CH:19]=[CH:18][CH:17]=[CH:16][C:4]=1[CH2:5][C:6]1[O:10][N:9]=[C:8]([C:11]([O:13]CC)=[O:12])[CH:7]=1.C(O)C.[OH-].[Na+], predict the reaction product. The product is: [CH3:1][O:2][C:3]1[CH:19]=[CH:18][CH:17]=[CH:16][C:4]=1[CH2:5][C:6]1[O:10][N:9]=[C:8]([C:11]([OH:13])=[O:12])[CH:7]=1. (9) Given the reactants [N:1]([CH2:4][C:5]([CH2:20][N:21]=[N+]=[N-])([CH3:19])[CH2:6][C:7](=[O:18])[CH2:8][CH2:9][O:10][Si:11]([C:14]([CH3:17])([CH3:16])[CH3:15])([CH3:13])[CH3:12])=[N+]=[N-], predict the reaction product. The product is: [NH2:21][CH2:20][C:5]([CH2:4][NH2:1])([CH3:19])[CH2:6][C:7](=[O:18])[CH2:8][CH2:9][O:10][Si:11]([C:14]([CH3:16])([CH3:17])[CH3:15])([CH3:12])[CH3:13]. (10) Given the reactants Br[C:2]1[N:3]=[CH:4][C:5]2[N:6]([C:8]([C:11]3[CH:16]=[CH:15][C:14]([Cl:17])=[CH:13][CH:12]=3)=[CH:9][N:10]=2)[CH:7]=1.C([O-])([O-])=O.[K+].[K+].[C:24]([C:27]1[CH:32]=[CH:31][C:30](B(O)O)=[CH:29][CH:28]=1)(=[O:26])[NH2:25], predict the reaction product. The product is: [Cl:17][C:14]1[CH:15]=[CH:16][C:11]([C:8]2[N:6]3[CH:7]=[C:2]([C:30]4[CH:31]=[CH:32][C:27]([C:24]([NH2:25])=[O:26])=[CH:28][CH:29]=4)[N:3]=[CH:4][C:5]3=[N:10][CH:9]=2)=[CH:12][CH:13]=1.